Task: Predict the reactants needed to synthesize the given product.. Dataset: Full USPTO retrosynthesis dataset with 1.9M reactions from patents (1976-2016) Given the product [CH3:24][O:25][C:26]1[N:27]=[CH:28][C:29]([CH2:32][C:33]2[C:34](=[O:40])[N:35]=[C:36]([S:39][CH2:2][C:3]3[CH:8]=[CH:7][C:6]([O:9][C:10]4[CH:15]=[CH:14][CH:13]=[C:12]([C:16]([F:19])([F:18])[F:17])[CH:11]=4)=[C:5]([C:20]([F:23])([F:22])[F:21])[CH:4]=3)[NH:37][CH:38]=2)=[CH:30][N:31]=1, predict the reactants needed to synthesize it. The reactants are: Cl[CH2:2][C:3]1[CH:8]=[CH:7][C:6]([O:9][C:10]2[CH:15]=[CH:14][CH:13]=[C:12]([C:16]([F:19])([F:18])[F:17])[CH:11]=2)=[C:5]([C:20]([F:23])([F:22])[F:21])[CH:4]=1.[CH3:24][O:25][C:26]1[N:31]=[CH:30][C:29]([CH2:32][C:33]2[C:34](=[O:40])[NH:35][C:36](=[S:39])[NH:37][CH:38]=2)=[CH:28][N:27]=1.CCN(C(C)C)C(C)C.